This data is from Full USPTO retrosynthesis dataset with 1.9M reactions from patents (1976-2016). The task is: Predict the reactants needed to synthesize the given product. (1) Given the product [NH:18]1[CH:19]=[N:20][C:16]([C:12]2[CH:11]=[C:10]3[C:15](=[CH:14][CH:13]=2)[NH:7][N:8]=[C:9]3[C:40]2[CH:41]=[C:42]([NH:46][C:49](=[O:50])[CH:48]([CH3:52])[CH3:47])[CH:43]=[CH:44][CH:45]=2)=[N:17]1, predict the reactants needed to synthesize it. The reactants are: O1CCCCC1[N:7]1[C:15]2[C:10](=[CH:11][C:12]([C:16]3[N:20]=[CH:19][N:18](C(C4C=CC=CC=4)(C4C=CC=CC=4)C4C=CC=CC=4)[N:17]=3)=[CH:13][CH:14]=2)[C:9]([C:40]2[CH:41]=[C:42]([NH2:46])[CH:43]=[CH:44][CH:45]=2)=[N:8]1.[CH3:47][CH:48]([CH3:52])[C:49](Cl)=[O:50].O. (2) Given the product [O:3]1[CH:7]=[CH:6][C:5]([C:8]2[CH:9]=[C:10]([C:33]([F:34])([F:36])[F:35])[C:11]3[N:12]([C:14]([CH2:31][OH:32])=[C:15]([C:17]([N:19]4[CH2:20][CH2:21][CH:22]([N:25]5[CH2:29][CH2:28][O:27][C:26]5=[O:30])[CH2:23][CH2:24]4)=[O:18])[N:16]=3)[CH:13]=2)=[CH:4]1, predict the reactants needed to synthesize it. The reactants are: [BH4-].[Na+].[O:3]1[CH:7]=[CH:6][C:5]([C:8]2[CH:9]=[C:10]([C:33]([F:36])([F:35])[F:34])[C:11]3[N:12]([C:14]([CH:31]=[O:32])=[C:15]([C:17]([N:19]4[CH2:24][CH2:23][CH:22]([N:25]5[CH2:29][CH2:28][O:27][C:26]5=[O:30])[CH2:21][CH2:20]4)=[O:18])[N:16]=3)[CH:13]=2)=[CH:4]1. (3) Given the product [OH:15][NH:8][C:7]([C:2]1[CH:3]=[CH:4][CH:5]=[CH:6][N:1]=1)=[NH:17], predict the reactants needed to synthesize it. The reactants are: [N:1]1[CH:6]=[CH:5][CH:4]=[CH:3][C:2]=1[C:7]#[N:8].C(=O)([O-])[O-].[K+].[K+].[OH2:15].Cl.[NH2:17]O. (4) Given the product [Cl:11][C:12]1[CH:17]=[CH:16][CH:15]=[CH:14][C:13]=1[N:1]1[CH:5]=[C:4]([C:6]([O:8][CH2:9][CH3:10])=[O:7])[CH:3]=[N:2]1, predict the reactants needed to synthesize it. The reactants are: [NH:1]1[CH:5]=[C:4]([C:6]([O:8][CH2:9][CH3:10])=[O:7])[CH:3]=[N:2]1.[Cl:11][C:12]1[CH:17]=[CH:16][CH:15]=[CH:14][C:13]=1B(O)O.N1C=CC=CC=1. (5) Given the product [CH3:29][C:30]([CH3:65])([CH3:64])/[CH:31]=[CH:32]/[C@H:33]1[O:38][C:37]([CH3:39])([CH3:40])[O:36][C@@H:35]([C@@H:41]([O:61][CH3:62])[C:42]([NH:44][C@@H:45]2[C:46](=[O:60])[N:47]([CH2:53][C:54]3[CH:55]=[N:56][CH:57]=[CH:58][CH:59]=3)[CH2:48][C@H:49]([O:15][C:1](=[O:16])[CH2:2][CH2:3][CH2:4][CH2:5][CH2:6][CH2:7][CH2:8][CH2:9][CH2:10][CH2:11][CH2:12][CH2:13][CH3:14])[CH2:50][CH2:51]2)=[O:43])[C@@H:34]1[OH:63], predict the reactants needed to synthesize it. The reactants are: [C:1]([OH:16])(=[O:15])[CH2:2][CH2:3][CH2:4][CH2:5][CH2:6][CH2:7][CH2:8][CH2:9][CH2:10][CH2:11][CH2:12][CH2:13][CH3:14].Cl.C(N=C=NCCCN(C)C)C.[CH3:29][C:30]([CH3:65])([CH3:64])/[CH:31]=[CH:32]/[C@H:33]1[O:38][C:37]([CH3:40])([CH3:39])[O:36][C@@H:35]([CH:41]([O:61][CH3:62])[C:42]([NH:44][C@H:45]2[CH2:51][CH2:50][C@@H:49](O)[CH2:48][N:47]([CH2:53][C:54]3[CH:55]=[N:56][CH:57]=[CH:58][CH:59]=3)[C:46]2=[O:60])=[O:43])[C@@H:34]1[OH:63]. (6) Given the product [CH2:1]([O:5][CH2:6][CH2:7][O:8][C:9]1[CH:14]=[CH:13][C:12]([C:15]2[CH:20]=[CH:19][C:18]([N:21]3[CH2:22][CH2:23][CH2:24][CH2:25][CH2:26]3)=[C:17](/[CH:27]=[C:28](\[CH3:32])/[C:29]([NH:54][C:53]3[CH:55]=[CH:56][C:50]([S@:48]([CH2:47][C:46]4[N:42]([CH2:39][CH2:40][CH3:41])[CH:43]=[N:44][CH:45]=4)=[O:49])=[CH:51][CH:52]=3)=[O:31])[CH:16]=2)=[CH:11][CH:10]=1)[CH2:2][CH2:3][CH3:4], predict the reactants needed to synthesize it. The reactants are: [CH2:1]([O:5][CH2:6][CH2:7][O:8][C:9]1[CH:14]=[CH:13][C:12]([C:15]2[CH:20]=[CH:19][C:18]([N:21]3[CH2:26][CH2:25][CH2:24][CH2:23][CH2:22]3)=[C:17](/[CH:27]=[C:28](\[CH3:32])/[C:29]([OH:31])=O)[CH:16]=2)=[CH:11][CH:10]=1)[CH2:2][CH2:3][CH3:4].C(Cl)(=O)C(Cl)=O.[CH2:39]([N:42]1[C:46]([CH2:47][S@@:48]([C:50]2[CH:56]=[CH:55][C:53]([NH2:54])=[CH:52][CH:51]=2)=[O:49])=[CH:45][N:44]=[CH:43]1)[CH2:40][CH3:41].C(N(CC)CC)C. (7) The reactants are: Cl[CH2:2][C:3]1[CH:22]=[CH:21][C:6]([O:7][CH2:8][C:9]2[N:10]=[C:11]([C:15]3[CH:20]=[CH:19][CH:18]=[CH:17][CH:16]=3)[O:12][C:13]=2[CH3:14])=[CH:5][CH:4]=1.[OH:23][C:24]1[CH:33]=[CH:32][C:31]2[C:26](=[CH:27][CH:28]=[CH:29][CH:30]=2)[C:25]=1[CH:34]=[O:35].C(=O)([O-])[O-].[K+].[K+].CN(C)C=O. Given the product [CH3:14][C:13]1[O:12][C:11]([C:15]2[CH:20]=[CH:19][CH:18]=[CH:17][CH:16]=2)=[N:10][C:9]=1[CH2:8][O:7][C:6]1[CH:21]=[CH:22][C:3]([CH2:2][O:23][C:24]2[CH:33]=[CH:32][C:31]3[C:26](=[CH:27][CH:28]=[CH:29][CH:30]=3)[C:25]=2[CH:34]=[O:35])=[CH:4][CH:5]=1, predict the reactants needed to synthesize it. (8) Given the product [CH3:14][C:6]1[C:5]2[C:4]([C:15]([OH:17])=[O:16])=[CH:3][C:2]([O:20][CH3:19])=[CH:10][C:9]=2[N:8]([CH:11]([CH3:12])[CH3:13])[CH:7]=1, predict the reactants needed to synthesize it. The reactants are: Br[C:2]1[CH:3]=[C:4]([C:15]([O:17]C)=[O:16])[C:5]2[C:6]([CH3:14])=[CH:7][N:8]([CH:11]([CH3:13])[CH3:12])[C:9]=2[CH:10]=1.[CH3:19][O-:20].[Na+].CO.Cl. (9) Given the product [Br:1][C:2]1[CH:10]=[CH:9][C:8]([S:11]([NH:12][C:13]2[CH:18]=[CH:17][C:16]([CH2:19][CH2:20][CH2:21][CH3:22])=[CH:15][CH:14]=2)(=[O:23])=[O:24])=[CH:7][C:3]=1[C:4]([N:36]1[CH2:35][CH2:34][N:33]([C:28]2[CH:29]=[CH:30][CH:31]=[CH:32][C:27]=2[O:26][CH3:25])[CH2:38][CH2:37]1)=[O:5], predict the reactants needed to synthesize it. The reactants are: [Br:1][C:2]1[CH:10]=[CH:9][C:8]([S:11](=[O:24])(=[O:23])[NH:12][C:13]2[CH:18]=[CH:17][C:16]([CH2:19][CH2:20][CH2:21][CH3:22])=[CH:15][CH:14]=2)=[CH:7][C:3]=1[C:4](O)=[O:5].[CH3:25][O:26][C:27]1[CH:32]=[CH:31][CH:30]=[CH:29][C:28]=1[N:33]1[CH2:38][CH2:37][NH:36][CH2:35][CH2:34]1.